From a dataset of Forward reaction prediction with 1.9M reactions from USPTO patents (1976-2016). Predict the product of the given reaction. (1) Given the reactants [CH3:1][O:2][C:3]([C:5]1[CH:6]=[C:7]2[C:12](=[CH:13][CH:14]=1)[N:11]=[C:10]([C:15]1[CH:20]=[C:19]([C:21]([N:23]3[CH2:27][CH2:26][CH2:25][CH2:24]3)=[O:22])[CH:18]=[CH:17][C:16]=1OS(C(F)(F)F)(=O)=O)[CH:9]=[CH:8]2)=[O:4].[Cl:36][C:37]1[CH:42]=[CH:41][C:40](B(O)O)=[CH:39][CH:38]=1.[O-]P([O-])([O-])=O.[K+].[K+].[K+].[Li+].[Cl-], predict the reaction product. The product is: [CH3:1][O:2][C:3]([C:5]1[CH:6]=[C:7]2[C:12](=[CH:13][CH:14]=1)[N:11]=[C:10]([C:15]1[C:16]([C:40]3[CH:41]=[CH:42][C:37]([Cl:36])=[CH:38][CH:39]=3)=[CH:17][CH:18]=[C:19]([C:21]([N:23]3[CH2:27][CH2:26][CH2:25][CH2:24]3)=[O:22])[CH:20]=1)[CH:9]=[CH:8]2)=[O:4]. (2) Given the reactants [Br:1]N1C(=O)CCC1=O.[CH:9]1([O:15][C:16]2[N:24]=[C:23]3[C:19]([N:20]=[CH:21][N:22]3[CH:25]3[CH2:30][CH2:29][CH2:28][CH2:27][O:26]3)=[C:18]([NH2:31])[N:17]=2)[CH2:14][CH2:13][CH2:12][CH2:11][CH2:10]1.O, predict the reaction product. The product is: [Br:1][C:21]1[N:22]([CH:25]2[CH2:30][CH2:29][CH2:28][CH2:27][O:26]2)[C:23]2[C:19]([N:20]=1)=[C:18]([NH2:31])[N:17]=[C:16]([O:15][CH:9]1[CH2:10][CH2:11][CH2:12][CH2:13][CH2:14]1)[N:24]=2. (3) Given the reactants P(Br)(Br)[Br:2].O[CH2:6][CH2:7][O:8][C:9]1[CH:10]=[CH:11][C:12]([C:25]2[NH:34][C:33](=[O:35])[C:32]3[C:27](=[CH:28][C:29]([O:38][CH3:39])=[CH:30][C:31]=3[O:36][CH3:37])[N:26]=2)=[N:13][C:14]=1[C:15]1[CH:20]=[CH:19][CH:18]=[CH:17][C:16]=1[S:21]([CH3:24])(=[O:23])=[O:22].C([O-])([O-])=O.[Na+].[Na+], predict the reaction product. The product is: [Br:2][CH2:6][CH2:7][O:8][C:9]1[CH:10]=[CH:11][C:12]([C:25]2[NH:34][C:33](=[O:35])[C:32]3[C:27](=[CH:28][C:29]([O:38][CH3:39])=[CH:30][C:31]=3[O:36][CH3:37])[N:26]=2)=[N:13][C:14]=1[C:15]1[CH:20]=[CH:19][CH:18]=[CH:17][C:16]=1[S:21]([CH3:24])(=[O:23])=[O:22].